From a dataset of Forward reaction prediction with 1.9M reactions from USPTO patents (1976-2016). Predict the product of the given reaction. (1) Given the reactants [CH2:1]([C:3]1[CH:4]=[C:5]2[C:9](=[CH:10][CH:11]=1)[NH:8][C:7]([C:12]([OH:14])=[O:13])=[CH:6]2)[CH3:2].N12CCCN=C1CCCCC2.CN(C)C=O.[CH2:31](Br)[C:32]1[CH:37]=[CH:36][CH:35]=[CH:34][CH:33]=1, predict the reaction product. The product is: [CH2:1]([C:3]1[CH:4]=[C:5]2[C:9](=[CH:10][CH:11]=1)[NH:8][C:7]([C:12]([O:14][CH2:31][C:32]1[CH:37]=[CH:36][CH:35]=[CH:34][CH:33]=1)=[O:13])=[CH:6]2)[CH3:2]. (2) Given the reactants [Cl:1][C:2]1[C:7]([Cl:8])=[C:6](Cl)[N:5]=[C:4]([C:10]([OH:12])=[O:11])[CH:3]=1.C(N(CC)CC)C.[Cl:20][C:21]1[CH:26]=[CH:25][C:24](B(O)O)=[C:23]([F:30])[C:22]=1[O:31][CH3:32].Cl, predict the reaction product. The product is: [Cl:1][C:2]1[C:7]([Cl:8])=[C:6]([C:24]2[CH:25]=[CH:26][C:21]([Cl:20])=[C:22]([O:31][CH3:32])[C:23]=2[F:30])[N:5]=[C:4]([C:10]([OH:12])=[O:11])[CH:3]=1. (3) Given the reactants [N+:1]([C:4]1[CH:15]=[C:7]2[CH2:8][N:9]([C:12](=[O:14])[CH3:13])[CH2:10][CH2:11][N:6]2[N:5]=1)([O-:3])=[O:2].[CH3:16]CN(CC)CC.C(Cl)(=O)CC, predict the reaction product. The product is: [N+:1]([C:4]1[CH:15]=[C:7]2[CH2:8][N:9]([C:12](=[O:14])[CH2:13][CH3:16])[CH2:10][CH2:11][N:6]2[N:5]=1)([O-:3])=[O:2]. (4) Given the reactants [Cl:1][C:2]1[N:7]=[C:6](Cl)[CH:5]=[CH:4][N:3]=1.[CH:9]1([Mg]Br)[CH2:11][CH2:10]1.O, predict the reaction product. The product is: [Cl:1][C:2]1[N:7]=[C:6]([CH:9]2[CH2:11][CH2:10]2)[CH:5]=[CH:4][N:3]=1. (5) The product is: [C:37]([NH:36][CH:32]1[CH:31]([CH:40]([OH:62])[CH:41]([OH:61])[CH2:42][O:43][C:44](=[O:60])[CH:45]([NH2:49])[CH:46]([CH3:48])[CH3:47])[O:30][C:29]([OH:63])([C:27]([OH:28])=[O:26])[CH2:34][CH:33]1[OH:35])(=[O:39])[CH3:38]. Given the reactants CC([C@H](NC(OCC1C=CC=CC=1)=O)C(O)=O)C.C([O:26][C:27]([C:29]1([OH:63])[CH2:34][CH:33]([OH:35])[CH:32]([NH:36][C:37](=[O:39])[CH3:38])[CH:31]([CH:40]([OH:62])[CH:41]([OH:61])[CH2:42][O:43][C:44](=[O:60])[CH:45]([NH:49]C(OCC2C=CC=CC=2)=O)[CH:46]([CH3:48])[CH3:47])[O:30]1)=[O:28])C1C=CC=CC=1, predict the reaction product.